From a dataset of hERG Central: cardiac toxicity at 1µM, 10µM, and general inhibition. Predict hERG channel inhibition at various concentrations. The drug is CCCc1cc(=O)oc2c3c(cc(OCC(=O)NCc4ccncc4)c12)OC(C)(C)CC3. Results: hERG_inhib (hERG inhibition (general)): blocker.